From a dataset of Retrosynthesis with 50K atom-mapped reactions and 10 reaction types from USPTO. Predict the reactants needed to synthesize the given product. (1) Given the product COc1cc2nccc(Oc3ccc(N)c([N+](=O)[O-])c3)c2cc1OC, predict the reactants needed to synthesize it. The reactants are: COc1cc2nccc(Cl)c2cc1OC.Nc1ccc(O)cc1[N+](=O)[O-]. (2) Given the product COC(=O)/C(Cc1ccc(OCCNC(=O)OC(C)(C)C)cc1)=C(\C(=O)OC)C(C)C, predict the reactants needed to synthesize it. The reactants are: CC(C)(C)OC(=O)NCCO.COC(=O)/C(Cc1ccc(O)cc1)=C(\C(=O)OC)C(C)C. (3) Given the product CC(=O)c1cccnc1Nc1ccccc1, predict the reactants needed to synthesize it. The reactants are: CC(=O)c1cccnc1Cl.Nc1ccccc1. (4) Given the product CC(C)OC(CN=[N+]=[N-])Cc1ccc(Cl)cc1, predict the reactants needed to synthesize it. The reactants are: CC(C)OC(COS(C)(=O)=O)Cc1ccc(Cl)cc1.[N-]=[N+]=[N-]. (5) Given the product O=C(NCCCN1CCCCC1)c1ccc2c(=O)n(Cc3ccc(Cl)cc3)c(=O)[nH]c2c1, predict the reactants needed to synthesize it. The reactants are: NCCCN1CCCCC1.O=C(O)c1ccc2c(=O)n(Cc3ccc(Cl)cc3)c(=O)[nH]c2c1. (6) Given the product Cc1n[nH]c(C)c1-c1cnc2oc(-c3ccc(C4(NC(=O)OC(C)(C)C)CCC4)cc3)c(-c3ccccc3)c2n1, predict the reactants needed to synthesize it. The reactants are: CC(C)(C)OC(=O)NC1(c2ccc(-c3oc4ncc(Cl)nc4c3-c3ccccc3)cc2)CCC1.Cc1n[nH]c(C)c1B1OC(C)(C)C(C)(C)O1.